Dataset: Full USPTO retrosynthesis dataset with 1.9M reactions from patents (1976-2016). Task: Predict the reactants needed to synthesize the given product. (1) Given the product [Cl:19][C:3]1[CH:4]=[CH:17][C:16]([O:15][B:6]([OH:7])[OH:11])=[CH:18][CH:2]=1, predict the reactants needed to synthesize it. The reactants are: [Li][CH2:2][CH2:3][CH2:4]C.[B:6]([O:15][CH:16]([CH3:18])[CH3:17])([O:11]C(C)C)[O:7]C(C)C.[ClH:19]. (2) Given the product [Cl:1][C:2]1[C:6]2=[N:7][CH:8]=[C:9]([C:11]([O-:13])=[O:12])[CH:10]=[C:5]2[N:4]([CH2:14][C:15]2[C:16]([Cl:22])=[CH:17][CH:18]=[CH:19][C:20]=2[Cl:21])[N:3]=1.[K+:24], predict the reactants needed to synthesize it. The reactants are: [Cl:1][C:2]1[C:6]2=[N:7][CH:8]=[C:9]([C:11]([OH:13])=[O:12])[CH:10]=[C:5]2[N:4]([CH2:14][C:15]2[C:20]([Cl:21])=[CH:19][CH:18]=[CH:17][C:16]=2[Cl:22])[N:3]=1.[OH-].[K+:24]. (3) Given the product [CH3:1][O:2][C:3](=[O:15])[CH2:4][O:5][C:6]1[CH:11]=[CH:10][C:9]([Cl:12])=[CH:8][C:7]=1[CH2:13][C:22]1[CH:21]=[C:20]([S:17]([CH3:16])(=[O:19])=[O:18])[CH:25]=[CH:24][C:23]=1[OH:26], predict the reactants needed to synthesize it. The reactants are: [CH3:1][O:2][C:3](=[O:15])[CH2:4][O:5][C:6]1[CH:11]=[CH:10][C:9]([Cl:12])=[CH:8][C:7]=1[CH2:13]O.[CH3:16][S:17]([C:20]1[CH:25]=[CH:24][C:23]([OH:26])=[CH:22][CH:21]=1)(=[O:19])=[O:18]. (4) Given the product [ClH:25].[NH:27]1[C:31]2=[N:32][CH:33]=[CH:34][C:35]([O:36][C:37]3[CH:42]=[CH:41][C:40]([NH:43][C:44]4[N:59]=[CH:58][CH:57]=[CH:56][C:45]=4[C:46]([NH:48][CH2:49][C:54]4[CH:53]=[CH:52][C:51]([F:1])=[CH:50][CH:55]=4)=[O:47])=[CH:39][C:38]=3[F:60])=[C:30]2[CH:29]=[CH:28]1, predict the reactants needed to synthesize it. The reactants are: [F:1]C1N=CC=CC=1C(NC(C1C=CC=CC=1)CN1CCOCC1)=O.[ClH:25].Cl.[NH:27]1[C:31]2=[N:32][CH:33]=[CH:34][C:35]([O:36][C:37]3[CH:42]=[CH:41][C:40]([NH:43][C:44]4[N:59]=[CH:58][CH:57]=[CH:56][C:45]=4[C:46]([NH:48][C:49]4[CH:54]=[CH:53][CH:52]=[CH:51][C:50]=4[CH3:55])=[O:47])=[CH:39][C:38]=3[F:60])=[C:30]2[CH:29]=[CH:28]1. (5) Given the product [N+:28]([C:31]1[CH:32]=[C:33]([S:37]([CH2:40][CH2:41][O:42][C:43](=[O:65])[CH2:44][CH2:45][CH2:46][NH:47][C:48](=[O:64])[CH2:49][O:50][C:51]2[CH:56]=[CH:55][C:54]([S:57]([N:21]3[C:20]4[CH:22]=[CH:23][CH:24]=[CH:25][C:19]=4[N:18]=[C:17]3[S:15]([CH2:14][C:3]3[C:2]([CH3:1])=[C:7]([O:8][CH2:9][C:10]([F:13])([F:11])[F:12])[CH:6]=[CH:5][N:4]=3)=[O:16])(=[O:59])=[O:58])=[C:53]([CH:61]([CH3:62])[CH3:63])[CH:52]=2)(=[O:38])=[O:39])[CH:34]=[CH:35][CH:36]=1)([O-:30])=[O:29], predict the reactants needed to synthesize it. The reactants are: [CH3:1][C:2]1[C:3]([CH2:14][S:15]([C:17]2[NH:21][C:20]3[CH:22]=[CH:23][CH:24]=[CH:25][C:19]=3[N:18]=2)=[O:16])=[N:4][CH:5]=[CH:6][C:7]=1[O:8][CH2:9][C:10]([F:13])([F:12])[F:11].[H-].[Na+].[N+:28]([C:31]1[CH:32]=[C:33]([S:37]([CH2:40][CH2:41][O:42][C:43](=[O:65])[CH2:44][CH2:45][CH2:46][NH:47][C:48](=[O:64])[CH2:49][O:50][C:51]2[CH:56]=[CH:55][C:54]([S:57](Cl)(=[O:59])=[O:58])=[C:53]([CH:61]([CH3:63])[CH3:62])[CH:52]=2)(=[O:39])=[O:38])[CH:34]=[CH:35][CH:36]=1)([O-:30])=[O:29].O. (6) Given the product [Cl:1][C:2]1[N:7]=[C:6]([N:8]([CH3:13])[CH2:9][CH2:10][CH2:11][O:12][C:25]2[CH:24]=[C:23]3[C:28](=[CH:27][CH:26]=2)[C@H:20]([CH2:19][C:18]([O:17][CH2:15][CH3:16])=[O:30])[CH2:21][CH2:22]3)[C:5]([CH3:14])=[CH:4][N:3]=1, predict the reactants needed to synthesize it. The reactants are: [Cl:1][C:2]1[N:7]=[C:6]([N:8]([CH3:13])[CH2:9][CH2:10][CH2:11][OH:12])[C:5]([CH3:14])=[CH:4][N:3]=1.[CH2:15]([O:17][C:18](=[O:30])[CH2:19][C@H:20]1[C:28]2[C:23](=[CH:24][C:25](O)=[CH:26][CH:27]=2)[CH2:22][CH2:21]1)[CH3:16].C1C=CC(P(C2C=CC=CC=2)C2C=CC=CC=2)=CC=1.C1CCN(C(N=NC(N2CCCCC2)=O)=O)CC1. (7) The reactants are: [C:1]([N:8]1[CH2:14][CH2:13][CH2:12][C:11](=O)[CH2:10][CH2:9]1)([O:3][C:4]([CH3:7])([CH3:6])[CH3:5])=[O:2].[N+:16]([C:19]1[CH:20]=[C:21]([CH:23]=[CH:24][CH:25]=1)[NH2:22])([O-:18])=[O:17].C(O[BH-](OC(=O)C)OC(=O)C)(=O)C.[Na+].C(=O)([O-])O.[Na+]. Given the product [N+:16]([C:19]1[CH:20]=[C:21]([NH:22][CH:11]2[CH2:12][CH2:13][CH2:14][N:8]([C:1]([O:3][C:4]([CH3:7])([CH3:6])[CH3:5])=[O:2])[CH2:9][CH2:10]2)[CH:23]=[CH:24][CH:25]=1)([O-:18])=[O:17], predict the reactants needed to synthesize it. (8) Given the product [S:2](=[O:32])(=[O:31])([O:4][CH2:5][C@@H:6]1[CH2:10][C@@H:9]([N:11]2[C:15]3[N:16]=[CH:17][N:18]=[C:19]([NH:20][C@@H:21]4[C:29]5[C:24](=[CH:25][CH:26]=[CH:27][CH:28]=5)[CH2:23][CH2:22]4)[C:14]=3[CH:13]=[CH:12]2)[CH2:8][C@@H:7]1[OH:30])[NH2:3], predict the reactants needed to synthesize it. The reactants are: Cl.[S:2](=[O:32])(=[O:31])([O:4][CH2:5][C@@H:6]1[CH2:10][C@@H:9]([N:11]2[C:15]3[N:16]=[CH:17][N:18]=[C:19]([NH:20][C@@H:21]4[C:29]5[C:24](=[CH:25][CH:26]=[CH:27][CH:28]=5)[CH2:23][CH2:22]4)[C:14]=3[CH:13]=[CH:12]2)[CH2:8][C@@H:7]1[OH:30])[NH2:3]. (9) Given the product [F:1][C:2]([F:7])([F:6])[C:3]([OH:5])=[O:4].[Cl:15][C:16]1[CH:17]=[N:18][C:19]2[NH:20][C:21]3[CH:22]=[CH:23][CH:24]=[C:25]([CH:46]=3)[CH2:26][CH2:27][C:28]3[CH:36]=[C:32]([NH:33][C:34]=1[N:35]=2)[CH:31]=[CH:30][C:29]=3[NH:37][C:38]([CH:40]1[CH2:45][CH2:44][CH2:43][N:42]([C:48]([NH:47][CH:50]2[CH2:54][CH2:53][CH2:52][CH2:51]2)=[O:49])[CH2:41]1)=[O:39], predict the reactants needed to synthesize it. The reactants are: [F:1][C:2]([F:7])([F:6])[C:3]([OH:5])=[O:4].FC(F)(F)C(O)=O.[Cl:15][C:16]1[CH:17]=[N:18][C:19]2[NH:20][C:21]3[CH:22]=[CH:23][CH:24]=[C:25]([CH:46]=3)[CH2:26][CH2:27][C:28]3[CH:36]=[C:32]([NH:33][C:34]=1[N:35]=2)[CH:31]=[CH:30][C:29]=3[NH:37][C:38]([CH:40]1[CH2:45][CH2:44][CH2:43][NH:42][CH2:41]1)=[O:39].[N:47]([CH:50]1[CH2:54][CH2:53][CH2:52][CH2:51]1)=[C:48]=[O:49]. (10) Given the product [N:2]1([CH2:7][C:8]([N:27]2[CH2:28][C@H:29]([CH2:31][C:32]3[CH:36]=[CH:35][S:34][CH:33]=3)[CH2:30][C@H:26]2[C:24]([NH:23][C:20]2[CH:21]=[CH:22][C:17]([O:16][C:15]3[CH:14]=[CH:13][C:12]([F:11])=[CH:38][CH:37]=3)=[CH:18][CH:19]=2)=[O:25])=[O:10])[CH:6]=[N:5][CH:4]=[N:3]1, predict the reactants needed to synthesize it. The reactants are: Cl.[N:2]1([CH2:7][C:8]([OH:10])=O)[CH:6]=[N:5][CH:4]=[N:3]1.[F:11][C:12]1[CH:38]=[CH:37][C:15]([O:16][C:17]2[CH:22]=[CH:21][C:20]([NH:23][C:24]([C@@H:26]3[CH2:30][C@@H:29]([CH2:31][C:32]4[CH:36]=[CH:35][S:34][CH:33]=4)[CH2:28][NH:27]3)=[O:25])=[CH:19][CH:18]=2)=[CH:14][CH:13]=1.